Dataset: Catalyst prediction with 721,799 reactions and 888 catalyst types from USPTO. Task: Predict which catalyst facilitates the given reaction. (1) Reactant: Br[CH2:2][CH2:3][O:4][CH2:5][CH2:6][O:7][C:8]1[CH:15]=[CH:14][C:11]([CH:12]=[O:13])=[C:10]([OH:16])[CH:9]=1.OC1C=C(O)C=CC=1C=O.BrCCOCCBr.C(=O)([O-])[O-].[K+].[K+].[N-:40]=[N+:41]=[N-:42].[Na+]. Product: [N:40]([CH2:2][CH2:3][O:4][CH2:5][CH2:6][O:7][C:8]1[CH:15]=[CH:14][C:11]([CH:12]=[O:13])=[C:10]([OH:16])[CH:9]=1)=[N+:41]=[N-:42]. The catalyst class is: 10. (2) Reactant: [C:1]([S:5][C:6]1[C:14]2[C:9](=[CH:10][CH:11]=[C:12]([O:15][CH2:16][C:17]3[CH:22]=[CH:21][C:20]([CH3:23])=[CH:19][N:18]=3)[CH:13]=2)[N:8]([CH3:24])[C:7]=1[CH:25]([CH2:28][C:29]1[CH:34]=[CH:33][C:32]([C:35]2[CH:40]=[CH:39][C:38]([C:41]([F:44])([F:43])[F:42])=[CH:37][N:36]=2)=[CH:31][CH:30]=1)[C:26]#[N:27])([CH3:4])([CH3:3])[CH3:2].C([Sn](=O)CCCC)CCC.C[Si]([N:59]=[N+:60]=[N-:61])(C)C. Product: [C:1]([S:5][C:6]1[C:14]2[C:9](=[CH:10][CH:11]=[C:12]([O:15][CH2:16][C:17]3[CH:22]=[CH:21][C:20]([CH3:23])=[CH:19][N:18]=3)[CH:13]=2)[N:8]([CH3:24])[C:7]=1[CH:25]([C:26]1[N:59]=[N:60][NH:61][N:27]=1)[CH2:28][C:29]1[CH:30]=[CH:31][C:32]([C:35]2[CH:40]=[CH:39][C:38]([C:41]([F:43])([F:42])[F:44])=[CH:37][N:36]=2)=[CH:33][CH:34]=1)([CH3:4])([CH3:2])[CH3:3]. The catalyst class is: 11.